Dataset: Catalyst prediction with 721,799 reactions and 888 catalyst types from USPTO. Task: Predict which catalyst facilitates the given reaction. (1) Reactant: [CH3:1][C:2]1[CH:7]=[CH:6][C:5]([C:8]2[C:16]3[C:11](=[CH:12][CH:13]=[CH:14][CH:15]=3)[NH:10][N:9]=2)=[CH:4][CH:3]=1.CC[O-].[Na+].[Cl:21][C:22]1[CH:29]=[CH:28][C:25]([CH2:26]Cl)=[CH:24][CH:23]=1. Product: [Cl:21][C:22]1[CH:29]=[CH:28][C:25]([CH2:26][N:9]2[C:8]([C:5]3[CH:4]=[CH:3][C:2]([CH3:1])=[CH:7][CH:6]=3)=[C:16]3[C:11]([CH:12]=[CH:13][CH:14]=[CH:15]3)=[N:10]2)=[CH:24][CH:23]=1. The catalyst class is: 14. (2) The catalyst class is: 49. Reactant: [NH:1]1[C:9]2[C:4](=[CH:5][CH:6]=[CH:7][CH:8]=2)[C:3]([CH2:10][C:11]#[N:12])=[CH:2]1.C[Si]([N-][Si](C)(C)C)(C)C.[Na+].Br[CH2:24][C:25]1[C:26]2[CH:33]=[C:32]([Cl:34])[CH:31]=[CH:30][C:27]=2[S:28][CH:29]=1. Product: [Cl:34][C:32]1[CH:31]=[CH:30][C:27]2[S:28][CH:29]=[C:25]([CH2:24][N:1]3[C:9]4[C:4](=[CH:5][CH:6]=[CH:7][CH:8]=4)[C:3]([CH2:10][C:11]#[N:12])=[CH:2]3)[C:26]=2[CH:33]=1. (3) Reactant: CO[CH:3](OC)[N:4]([CH3:6])[CH3:5].[NH2:9][C:10]1[C:14]([CH:15]2[CH2:19][C@@H:18]([O:20][Si:21]([C:34]([CH3:37])([CH3:36])[CH3:35])([C:28]3[CH:33]=[CH:32][CH:31]=[CH:30][CH:29]=3)[C:22]3[CH:27]=[CH:26][CH:25]=[CH:24][CH:23]=3)[C@H:17]([CH2:38][O:39][CH2:40][C:41]3[CH:46]=[CH:45][CH:44]=[CH:43][CH:42]=3)[CH2:16]2)=[CH:13][O:12][C:11]=1[C:47]#[N:48]. Product: [CH2:40]([O:39][CH2:38][C@H:17]1[C@H:18]([O:20][Si:21]([C:34]([CH3:37])([CH3:36])[CH3:35])([C:28]2[CH:33]=[CH:32][CH:31]=[CH:30][CH:29]=2)[C:22]2[CH:27]=[CH:26][CH:25]=[CH:24][CH:23]=2)[CH2:19][CH:15]([C:14]2[C:10]([N:9]=[CH:3][N:4]([CH3:5])[CH3:6])=[C:11]([C:47]#[N:48])[O:12][CH:13]=2)[CH2:16]1)[C:41]1[CH:46]=[CH:45][CH:44]=[CH:43][CH:42]=1. The catalyst class is: 11. (4) Reactant: [CH3:1][CH:2]([CH3:33])[CH2:3][O:4][C:5]([NH:7][C:8]1[CH:9]=[C:10]([CH:30]=[CH:31][CH:32]=1)[CH2:11][C:12]1[C:17](=[O:18])[CH:16]=[CH:15][N:14]([C:19]2[CH:20]=[N:21][N:22]([CH2:24][CH2:25][CH2:26][C:27]([OH:29])=O)[CH:23]=2)[N:13]=1)=[O:6].C[CH2:35][N:36](C(C)C)[CH:37](C)C.CNC.CN(C(ON1N=NC2C=CC=CC1=2)=[N+](C)C)C.[B-](F)(F)(F)F. Product: [CH3:35][N:36]([CH3:37])[C:27](=[O:29])[CH2:26][CH2:25][CH2:24][N:22]1[CH:23]=[C:19]([N:14]2[CH:15]=[CH:16][C:17](=[O:18])[C:12]([CH2:11][C:10]3[CH:9]=[C:8]([NH:7][C:5](=[O:6])[O:4][CH2:3][CH:2]([CH3:1])[CH3:33])[CH:32]=[CH:31][CH:30]=3)=[N:13]2)[CH:20]=[N:21]1. The catalyst class is: 22. (5) Reactant: [CH3:1][O:2][C:3]([C:5]1[S:6][C:7]([C:19]2[CH:24]=[CH:23][CH:22]=[CH:21][CH:20]=2)=[CH:8][C:9]=1[NH:10][CH2:11][CH:12]1[CH2:17][CH2:16][CH2:15][N:14]([CH3:18])[CH2:13]1)=[O:4].[CH3:25][C@H:26]1[CH2:31][CH2:30][C@H:29]([C:32](Cl)=[O:33])[CH2:28][CH2:27]1. Product: [CH3:1][O:2][C:3]([C:5]1[S:6][C:7]([C:19]2[CH:20]=[CH:21][CH:22]=[CH:23][CH:24]=2)=[CH:8][C:9]=1[N:10]([C:32]([CH:29]1[CH2:30][CH2:31][CH:26]([CH3:25])[CH2:27][CH2:28]1)=[O:33])[CH2:11][CH:12]1[CH2:17][CH2:16][CH2:15][N:14]([CH3:18])[CH2:13]1)=[O:4]. The catalyst class is: 839. (6) Reactant: [CH2:1]([S:4]([O:7][C:8]1[CH:13]=[CH:12][C:11]([C:14]2([C:22]3[CH:27]=[CH:26][CH:25]=[C:24](Br)[CH:23]=3)[C:18](=[O:19])[N:17]([CH3:20])[C:16]([NH2:21])=[N:15]2)=[CH:10][CH:9]=1)(=[O:6])=[O:5])[CH2:2][CH3:3].[CH3:29][S:30]([O:33][C:34]1[CH:39]=[C:38](B2OC(C)(C)C(C)(C)O2)[CH:37]=[C:36]([O:49][CH3:50])[CH:35]=1)(=[O:32])=[O:31].C(=O)([O-])[O-].[K+].[K+]. Product: [CH2:1]([S:4]([O:7][C:8]1[CH:13]=[CH:12][C:11]([C:14]2([C:22]3[CH:23]=[C:24]([C:38]4[CH:39]=[C:34]([O:33][S:30]([CH3:29])(=[O:32])=[O:31])[CH:35]=[C:36]([O:49][CH3:50])[CH:37]=4)[CH:25]=[CH:26][CH:27]=3)[C:18](=[O:19])[N:17]([CH3:20])[C:16]([NH2:21])=[N:15]2)=[CH:10][CH:9]=1)(=[O:6])=[O:5])[CH2:2][CH3:3]. The catalyst class is: 7.